This data is from Full USPTO retrosynthesis dataset with 1.9M reactions from patents (1976-2016). The task is: Predict the reactants needed to synthesize the given product. (1) Given the product [NH2:1][C:2]1[C:7]2[C:8]([C:11]3[CH:16]=[CH:15][C:14]([NH:17][C:18]([C:20]4[N:21]([CH3:29])[C:22]5[C:27]([CH:28]=4)=[CH:26][CH:25]=[CH:24][CH:23]=5)=[O:19])=[C:13]([O:30][CH3:31])[CH:12]=3)=[CH:9][S:10][C:6]=2[C:5]([C:41]2[CH:45]=[CH:44][S:43][C:42]=2[CH:46]=[O:47])=[CH:4][N:3]=1, predict the reactants needed to synthesize it. The reactants are: [NH2:1][C:2]1[C:7]2[C:8]([C:11]3[CH:16]=[CH:15][C:14]([NH:17][C:18]([C:20]4[N:21]([CH3:29])[C:22]5[C:27]([CH:28]=4)=[CH:26][CH:25]=[CH:24][CH:23]=5)=[O:19])=[C:13]([O:30][CH3:31])[CH:12]=3)=[CH:9][S:10][C:6]=2[C:5](I)=[CH:4][N:3]=1.CC1(C)C(C)(C)OB([C:41]2[CH:45]=[CH:44][S:43][C:42]=2[CH:46]=[O:47])O1. (2) Given the product [C:1]([C:3]1[CH:9]=[CH:8][C:6]([NH:7][C:16]([C:12]2[C:11]([C:19]([OH:20])=[O:18])=[N:10][CH:15]=[CH:14][N:13]=2)=[O:17])=[CH:5][CH:4]=1)#[CH:2], predict the reactants needed to synthesize it. The reactants are: [C:1]([C:3]1[CH:9]=[CH:8][C:6]([NH2:7])=[CH:5][CH:4]=1)#[CH:2].[N:10]1[CH:15]=[CH:14][N:13]=[C:12]2[C:16]([O:18][C:19](=[O:20])[C:11]=12)=[O:17].